This data is from Forward reaction prediction with 1.9M reactions from USPTO patents (1976-2016). The task is: Predict the product of the given reaction. Given the reactants CO[C:3]([C:5]1[CH:10]=[CH:9][N:8]2[CH:11]=[N:12][CH:13]=[C:7]2[C:6]=1[NH:14][C:15]1[CH:20]=[CH:19][C:18]([Br:21])=[CH:17][C:16]=1[F:22])=[O:4].[OH-].[Na+].CCN=C=NCCCN(C)C.C1C=CC2N(O)N=NC=2C=1.Cl.[NH2:47][O:48][CH2:49][C@@H:50]([OH:52])[CH3:51], predict the reaction product. The product is: [OH:52][C@@H:50]([CH3:51])[CH2:49][O:48][NH:47][C:3]([C:5]1[CH:10]=[CH:9][N:8]2[CH:11]=[N:12][CH:13]=[C:7]2[C:6]=1[NH:14][C:15]1[CH:20]=[CH:19][C:18]([Br:21])=[CH:17][C:16]=1[F:22])=[O:4].